Dataset: M1 muscarinic receptor agonist screen with 61,833 compounds. Task: Binary Classification. Given a drug SMILES string, predict its activity (active/inactive) in a high-throughput screening assay against a specified biological target. (1) The drug is S1CCn2c(nc3c2ccc(NC(=O)COc2ccccc2)c3)C1. The result is 0 (inactive). (2) The drug is S(=O)(=O)(Cc1cc(ccc1)C)Cc1oc(cc1)C(=O)NCCCOC. The result is 0 (inactive).